From a dataset of Reaction yield outcomes from USPTO patents with 853,638 reactions. Predict the reaction yield, written as a fraction of the theoretical maximum amount of product (1.0 means a 100% yield; for example, 0.34 means a 34% yield). (1) The reactants are BrCCBr.Cl[Si](C)(C)C.I[CH:11]1[CH2:14][N:13]([C:15]([O:17][C:18]([CH3:21])([CH3:20])[CH3:19])=[O:16])[CH2:12]1.[Cl:22][C:23]1[C:24]([CH3:35])=[C:25](I)[C:26]([O:32][CH3:33])=[C:27]([C:29](=[O:31])[CH3:30])[CH:28]=1.O1C=CC=C1P(C1OC=CC=1)C1OC=CC=1. The catalyst is CN(C)C=O.[Zn].C1C=CC(/C=C/C(/C=C/C2C=CC=CC=2)=O)=CC=1.C1C=CC(/C=C/C(/C=C/C2C=CC=CC=2)=O)=CC=1.C1C=CC(/C=C/C(/C=C/C2C=CC=CC=2)=O)=CC=1.[Pd].[Pd]. The product is [C:29]([C:27]1[C:26]([O:32][CH3:33])=[C:25]([CH:11]2[CH2:14][N:13]([C:15]([O:17][C:18]([CH3:21])([CH3:20])[CH3:19])=[O:16])[CH2:12]2)[C:24]([CH3:35])=[C:23]([Cl:22])[CH:28]=1)(=[O:31])[CH3:30]. The yield is 0.550. (2) The reactants are [OH:1][C:2]1[CH:7]=[C:6]([O:8][CH3:9])[CH:5]=[C:4]([CH3:10])[C:3]=1[C:11]([C:13]1[CH:18]=[CH:17][C:16]([O:19][CH2:20][C:21]2[N:22]=[C:23]([C:27]3[CH:32]=[CH:31][CH:30]=[CH:29][CH:28]=3)[O:24][C:25]=2[CH3:26])=[CH:15][CH:14]=1)=[O:12].O[C@@H:34]([CH3:39])[C:35]([O:37]C)=[O:36].C1(P(C2C=CC=CC=2)C2C=CC=CC=2)C=CC=CC=1.N(C(OCC)=O)=NC(OCC)=O. The catalyst is ClCCl. The product is [CH3:9][O:8][C:6]1[CH:5]=[C:4]([CH3:10])[C:3]([C:11](=[O:12])[C:13]2[CH:18]=[CH:17][C:16]([O:19][CH2:20][C:21]3[N:22]=[C:23]([C:27]4[CH:28]=[CH:29][CH:30]=[CH:31][CH:32]=4)[O:24][C:25]=3[CH3:26])=[CH:15][CH:14]=2)=[C:2]([CH:7]=1)[O:1][C@H:34]([CH3:39])[C:35]([OH:37])=[O:36]. The yield is 0.240. (3) The reactants are [CH2:1]([N:8]1[CH2:13][C:12]([OH:14])=[C:11]([C:15]([O-:17])=[O:16])[CH2:10][C:9]1=[O:18])[C:2]1[CH:7]=[CH:6][CH:5]=[CH:4][CH:3]=1.[CH2:19](O)[C:20]1[CH:25]=[CH:24][CH:23]=[CH:22][CH:21]=1. No catalyst specified. The product is [CH2:1]([N:8]1[CH2:13][C:12]([OH:14])=[C:11]([C:15]([O:17][CH2:19][C:20]2[CH:25]=[CH:24][CH:23]=[CH:22][CH:21]=2)=[O:16])[CH2:10][C:9]1=[O:18])[C:2]1[CH:3]=[CH:4][CH:5]=[CH:6][CH:7]=1. The yield is 0.850. (4) The reactants are [Cl-:1].[N+]([C:5]1[CH:10]=[C:9]([N+]([O-])=O)[CH:8]=[CH:7][C:6]=1[N+:14]1[CH:19]=[CH:18][C:17]([C:20]2[CH:25]=[CH:24][NH+:23]=[CH:22][CH:21]=2)=[CH:16][CH:15]=1)([O-])=O.[Cl-].[C:27](C1C=CC=CC=1N)([CH3:30])([CH3:29])[CH3:28]. The catalyst is O. The product is [Cl-:1].[C:27]([C:5]1[CH:10]=[CH:9][CH:8]=[CH:7][C:6]=1[N+:14]1[CH:19]=[CH:18][C:17]([C:20]2[CH:25]=[CH:24][NH+:23]=[CH:22][CH:21]=2)=[CH:16][CH:15]=1)([CH3:30])([CH3:29])[CH3:28].[Cl-:1]. The yield is 0.690. (5) The reactants are [Cl:1][C:2]1[C:7]2[NH:8][C:9](=[O:11])[NH:10][C:6]=2[CH:5]=[C:4]([C:12]([O:14]C)=[O:13])[CH:3]=1.[OH-].[Li+].O1CCCC1. The catalyst is CO. The product is [Cl:1][C:2]1[C:7]2[NH:8][C:9](=[O:11])[NH:10][C:6]=2[CH:5]=[C:4]([C:12]([OH:14])=[O:13])[CH:3]=1. The yield is 0.900. (6) The reactants are [F:1][C:2]1[C:7]([C:8]([C:10]2[CH:11]=[C:12]3[C:17](=[CH:18][CH:19]=2)[N:16]=[CH:15][CH:14]=[N:13]3)=[O:9])=[C:6]([F:20])[CH:5]=[CH:4][C:3]=1[N:21](S(CCC)(=O)=O)[S:22]([CH2:25][CH2:26][CH3:27])(=[O:24])=[O:23].[OH-].[Na+]. The catalyst is CO. The product is [F:1][C:2]1[C:7]([C:8]([C:10]2[CH:11]=[C:12]3[C:17](=[CH:18][CH:19]=2)[N:16]=[CH:15][CH:14]=[N:13]3)=[O:9])=[C:6]([F:20])[CH:5]=[CH:4][C:3]=1[NH:21][S:22]([CH2:25][CH2:26][CH3:27])(=[O:23])=[O:24]. The yield is 0.847. (7) The reactants are [NH2:1][C:2]1[CH:7]=[C:6]([O:8][C:9]2[CH:14]=[CH:13][C:12]([NH:15][C:16]([C:18]3[C:19](=[O:31])[N:20]([C:25]4[CH:30]=[CH:29][CH:28]=[CH:27][CH:26]=4)[N:21]([CH3:24])[C:22]=3[CH3:23])=[O:17])=[CH:11][CH:10]=2)[CH:5]=[CH:4][N:3]=1.CCN(CC)CC.[CH:39]1([C:43](Cl)=[O:44])[CH2:42][CH2:41][CH2:40]1. The catalyst is C1COCC1.CN(C=O)C.C1COCC1.CCOC(C)=O. The product is [CH:39]1([C:43]([NH:1][C:2]2[CH:7]=[C:6]([O:8][C:9]3[CH:10]=[CH:11][C:12]([NH:15][C:16]([C:18]4[C:19](=[O:31])[N:20]([C:25]5[CH:26]=[CH:27][CH:28]=[CH:29][CH:30]=5)[N:21]([CH3:24])[C:22]=4[CH3:23])=[O:17])=[CH:13][CH:14]=3)[CH:5]=[CH:4][N:3]=2)=[O:44])[CH2:42][CH2:41][CH2:40]1. The yield is 0.250. (8) The reactants are [NH2:1][C:2]1[CH:10]=[CH:9][CH:8]=[C:7]([Cl:11])[C:3]=1[C:4]([OH:6])=O.O=S(Cl)Cl.[NH2:16][C:17]1(N)[CH2:22][CH:21]=[CH:20][CH:19]=[C:18]1[C:23]1[CH:28]=[CH:27][CH:26]=[CH:25][CH:24]=1.C(Cl)(Cl)Cl. The catalyst is C1C=CC=CC=1. The product is [NH2:1][C:2]1[CH:10]=[CH:9][CH:8]=[C:7]([Cl:11])[C:3]=1[C:4]([NH:16][C:17]1[CH:22]=[CH:21][CH:20]=[CH:19][C:18]=1[C:23]1[CH:24]=[CH:25][CH:26]=[CH:27][CH:28]=1)=[O:6]. The yield is 0.570. (9) The reactants are [C:1](Cl)(=[O:3])[CH3:2].[CH3:5][C:6]1([CH3:20])[CH2:12][CH2:11][CH2:10][NH:9][C:8]2[CH:13]=[C:14]([N+:17]([O-:19])=[O:18])[CH:15]=[CH:16][C:7]1=2.C([O-])(O)=O.[Na+].O. The catalyst is C(Cl)Cl. The product is [CH3:5][C:6]1([CH3:20])[CH2:12][CH2:11][CH2:10][N:9]([C:1](=[O:3])[CH3:2])[C:8]2[CH:13]=[C:14]([N+:17]([O-:19])=[O:18])[CH:15]=[CH:16][C:7]1=2. The yield is 0.640.